Dataset: Catalyst prediction with 721,799 reactions and 888 catalyst types from USPTO. Task: Predict which catalyst facilitates the given reaction. Reactant: [C:1]([NH:4][CH2:5][C@@H:6]1[O:10][C:9](=[O:11])[N:8]([C:12]2[CH:13]=[C:14]3[C:19](=[CH:20][CH:21]=2)[CH2:18][N:17]([C:22]([O:24][CH3:25])=[O:23])[CH2:16][CH2:15]3)[CH2:7]1)(=O)[CH3:2].COC1C=CC(P2(SP(C3C=CC(OC)=CC=3)(=S)S2)=[S:35])=CC=1. Product: [C:1]([NH:4][CH2:5][C@@H:6]1[O:10][C:9](=[O:11])[N:8]([C:12]2[CH:13]=[C:14]3[C:19](=[CH:20][CH:21]=2)[CH2:18][N:17]([C:22]([O:24][CH3:25])=[O:23])[CH2:16][CH2:15]3)[CH2:7]1)(=[S:35])[CH3:2]. The catalyst class is: 1.